Dataset: Full USPTO retrosynthesis dataset with 1.9M reactions from patents (1976-2016). Task: Predict the reactants needed to synthesize the given product. The reactants are: [NH2:1][NH:2][C:3](=[N:18][C:19]1[CH:24]=[CH:23][C:22]([C:25]2[CH:30]=[CH:29][C:28]([C:31]([F:34])([F:33])[F:32])=[CH:27][CH:26]=2)=[CH:21][C:20]=1[C:35]1[NH:39][N:38]=[N:37][N:36]=1)[C:4]1[CH:9]=[C:8]([C:10]([F:13])([F:12])[F:11])[CH:7]=[C:6]([C:14]([F:17])([F:16])[F:15])[CH:5]=1.Cl[C:41](Cl)([O:43]C(=O)OC(Cl)(Cl)Cl)Cl. Given the product [F:11][C:10]([F:13])([F:12])[C:8]1[CH:9]=[C:4]([C:3]2[N:18]([C:19]3[CH:24]=[CH:23][C:22]([C:25]4[CH:26]=[CH:27][C:28]([C:31]([F:32])([F:33])[F:34])=[CH:29][CH:30]=4)=[CH:21][C:20]=3[C:35]3[N:36]=[N:37][NH:38][N:39]=3)[C:41](=[O:43])[NH:1][N:2]=2)[CH:5]=[C:6]([C:14]([F:16])([F:17])[F:15])[CH:7]=1, predict the reactants needed to synthesize it.